Dataset: Full USPTO retrosynthesis dataset with 1.9M reactions from patents (1976-2016). Task: Predict the reactants needed to synthesize the given product. (1) Given the product [CH3:39][O:40][C:24]1([S:21]([N:19]([CH:4]([CH:5]2[CH2:6][CH2:7][N:8]([CH2:11][CH2:12][C:13]3[CH:18]=[CH:17][CH:16]=[CH:15][CH:14]=3)[CH2:9][CH2:10]2)[C:3]([OH:2])=[O:38])[CH3:20])(=[O:22])=[O:23])[CH:25]=[CH:26][C:27]([C:30]2[CH:31]=[CH:32][CH:33]=[CH:34][CH:35]=2)=[CH:28][CH2:29]1, predict the reactants needed to synthesize it. The reactants are: C[O:2][C:3](=[O:38])[CH:4]([N:19]([S:21]([C:24]1[CH:29]=[CH:28][C:27]([C:30]2[CH:35]=[CH:34][C:33](OC)=[CH:32][CH:31]=2)=[CH:26][CH:25]=1)(=[O:23])=[O:22])[CH3:20])[CH:5]1[CH2:10][CH2:9][N:8]([CH2:11][CH2:12][C:13]2[CH:18]=[CH:17][CH:16]=[CH:15][CH:14]=2)[CH2:7][CH2:6]1.[CH3:39][O:40]C1C=CC(C2C=CC(S(N(C(C3CCN(CCC4C=CC=CC=4)CC3)C(O)=O)C)(=O)=O)=CC=2)=CC=1.[OH-].[Na+].Cl. (2) Given the product [CH2:38]([N:25]1[CH2:24][CH2:23][N:22]([CH2:21][CH2:20][CH2:19][CH2:18][CH2:17][N:6]2[C:5]([O:35][CH3:36])=[N:4][C:3]3[C:7]2=[N:8][C:9]([O:11][C@@H:12]([CH3:16])[CH2:13][CH2:14][CH3:15])=[N:10][C:2]=3[NH2:1])[CH2:27][CH2:26]1)[CH3:39], predict the reactants needed to synthesize it. The reactants are: [NH2:1][C:2]1[N:10]=[C:9]([O:11][C@@H:12]([CH3:16])[CH2:13][CH2:14][CH3:15])[N:8]=[C:7]2[C:3]=1[N:4]=[C:5]([O:35][CH3:36])[N:6]2[CH2:17][CH2:18][CH2:19][CH2:20][CH2:21][N:22]1[CH2:27][CH2:26][N:25](C(OC(C)(C)C)=O)[CH2:24][CH2:23]1.Cl[CH2:38][CH2:39]CCCN1C(OC)=NC2C1=NC(O[C@@H](C)CCC)=NC=2N.C(N1CCNCC1)C. (3) Given the product [Cl:22][C:23]1[CH:28]=[CH:27][C:26]([S:29]([NH:19][CH:4]([C:5]2[N:9]([CH2:10][C:11]3[CH:12]=[CH:13][C:14]([O:17][CH3:18])=[CH:15][CH:16]=3)[N:8]=[CH:7][CH:6]=2)[CH:3]([CH2:1][CH3:2])[CH2:20][CH3:21])(=[O:31])=[O:30])=[CH:25][CH:24]=1, predict the reactants needed to synthesize it. The reactants are: [CH2:1]([CH:3]([CH2:20][CH3:21])[CH:4]([NH2:19])[C:5]1[N:9]([CH2:10][C:11]2[CH:16]=[CH:15][C:14]([O:17][CH3:18])=[CH:13][CH:12]=2)[N:8]=[CH:7][CH:6]=1)[CH3:2].[Cl:22][C:23]1[CH:28]=[CH:27][C:26]([S:29](Cl)(=[O:31])=[O:30])=[CH:25][CH:24]=1.S(Cl)(Cl)(=O)=O.